This data is from Reaction yield outcomes from USPTO patents with 853,638 reactions. The task is: Predict the reaction yield, written as a fraction of the theoretical maximum amount of product (1.0 means a 100% yield; for example, 0.34 means a 34% yield). The yield is 1.00. No catalyst specified. The product is [CH2:21]([N:14]([CH2:13][C:10]1[CH:11]=[CH:12][C:7]([C:6]([NH:5][C@H:4]([C:3]([OH:40])=[O:2])[CH2:36][CH2:37][S:38][CH3:39])=[O:35])=[C:8]([C:28]2[CH:33]=[CH:32][CH:31]=[CH:30][C:29]=2[CH3:34])[CH:9]=1)[C:15]1[CH:16]=[N:17][CH:18]=[CH:19][CH:20]=1)[C:22]1[CH:23]=[CH:24][CH:25]=[CH:26][CH:27]=1. The reactants are C[O:2][C:3](=[O:40])[C@H:4]([CH2:36][CH2:37][S:38][CH3:39])[NH:5][C:6](=[O:35])[C:7]1[CH:12]=[CH:11][C:10]([CH2:13][N:14]([CH2:21][C:22]2[CH:27]=[CH:26][CH:25]=[CH:24][CH:23]=2)[C:15]2[CH:16]=[N:17][CH:18]=[CH:19][CH:20]=2)=[CH:9][C:8]=1[C:28]1[CH:33]=[CH:32][CH:31]=[CH:30][C:29]=1[CH3:34].[OH-].[Li+].